Task: Predict the reactants needed to synthesize the given product.. Dataset: Full USPTO retrosynthesis dataset with 1.9M reactions from patents (1976-2016) (1) Given the product [C:19]1([CH2:18][C:5]23[CH2:4][O:3][C:2](=[O:1])[N:6]2[CH2:7][CH2:8][NH:9][CH2:10]3)[CH:20]=[CH:21][CH:22]=[CH:23][CH:24]=1, predict the reactants needed to synthesize it. The reactants are: [O:1]=[C:2]1[N:6]2[CH2:7][CH2:8][N:9](C(OC(C)(C)C)=O)[CH2:10][C:5]2([CH2:18][C:19]2[CH:24]=[CH:23][CH:22]=[CH:21][CH:20]=2)[CH2:4][O:3]1.FC(F)(F)C(O)=O. (2) Given the product [N:11]1[C:10]2[NH:14][CH:15]=[CH:16][C:9]=2[C:8]([N:5]2[CH2:6][CH2:7][CH:3]([C:25]3[CH:24]=[CH:23][C:20]([C:21]#[N:22])=[C:19]([NH:29][CH3:28])[C:18]=3[F:17])[CH2:4]2)=[N:13][CH:12]=1, predict the reactants needed to synthesize it. The reactants are: CN[C@@H:3]1[CH2:7][CH2:6][N:5]([C:8]2[C:9]3[CH:16]=[CH:15][NH:14][C:10]=3[N:11]=[CH:12][N:13]=2)[CH2:4]1.[F:17][C:18]1[CH:19]=[C:20]([CH:23]=[CH:24][C:25]=1F)[C:21]#[N:22].C[CH2:28][N:29](C(C)C)C(C)C.O. (3) Given the product [Cl:17][C:18]1[N:23]=[CH:22][N:21]=[C:20]([NH:24][CH2:25][CH2:26][CH2:27][CH2:28][CH2:29][CH2:30][CH2:31][CH2:32][O:33][CH2:34][CH2:35][CH2:36][CH2:37][CH2:38][CH3:39])[CH:19]=1, predict the reactants needed to synthesize it. The reactants are: C(OCCCCCCCCN)CCCCC.[Cl:17][C:18]1[N:23]=[CH:22][N:21]=[C:20]([NH:24][CH2:25][CH2:26][CH2:27][CH2:28][CH2:29][CH2:30][CH2:31][CH2:32][O:33][CH2:34][CH2:35][CH2:36][CH2:37][CH2:38][CH3:39])[CH:19]=1.C(Cl)Cl.ClC1C=C(Cl)N=CN=1.